Dataset: Reaction yield outcomes from USPTO patents with 853,638 reactions. Task: Predict the reaction yield, written as a fraction of the theoretical maximum amount of product (1.0 means a 100% yield; for example, 0.34 means a 34% yield). (1) The reactants are [C:1]1([S:7]([N:10]2[CH2:15][CH2:14][N:13]([C:16]([O:18][CH2:19][C:20]3[CH:25]=[CH:24][CH:23]=[CH:22][CH:21]=3)=[O:17])[CH2:12][C@@H:11]2[CH2:26][CH2:27][CH:28]2[CH2:30][CH:29]2[NH:31]C(OCC[Si](C)(C)C)=O)(=[O:9])=[O:8])[CH:6]=[CH:5][CH:4]=[CH:3][CH:2]=1.CCCC[N+](CCCC)(CCCC)CCCC.[F-]. The catalyst is C1COCC1. The product is [NH2:31][CH:29]1[CH2:30][CH:28]1[CH2:27][CH2:26][C@@H:11]1[N:10]([S:7]([C:1]2[CH:6]=[CH:5][CH:4]=[CH:3][CH:2]=2)(=[O:9])=[O:8])[CH2:15][CH2:14][N:13]([C:16]([O:18][CH2:19][C:20]2[CH:21]=[CH:22][CH:23]=[CH:24][CH:25]=2)=[O:17])[CH2:12]1. The yield is 0.696. (2) The reactants are Br[C:2]1[C:6]([CH3:8])([CH3:7])[O:5]/[C:4](=[C:9]2/[C:10](=[O:19])[NH:11][C:12]3[C:17]/2=[CH:16][CH:15]=[C:14]([F:18])[CH:13]=3)/[CH:3]=1.[F:20][C:21]1[CH:26]=[C:25](B(O)O)[CH:24]=[CH:23][N:22]=1.[F-].[K+].C(OCC)(=O)C. The catalyst is O1CCOCC1.O.C1C=CC(P(C2C=CC=CC=2)[C-]2C=CC=C2)=CC=1.C1C=CC(P(C2C=CC=CC=2)[C-]2C=CC=C2)=CC=1.Cl[Pd]Cl.[Fe+2]. The product is [F:18][C:14]1[CH:13]=[C:12]2[C:17](/[C:9](=[C:4]3\[O:5][C:6]([CH3:8])([CH3:7])[C:2]([C:25]4[CH:24]=[CH:23][N:22]=[C:21]([F:20])[CH:26]=4)=[CH:3]\3)/[C:10](=[O:19])[NH:11]2)=[CH:16][CH:15]=1. The yield is 0.570. (3) The reactants are [Cl:1][C:2]1[C:3](=[O:29])[N:4]([CH2:19][C:20]2[CH:21]=[C:22]3[C:26](=[CH:27][CH:28]=2)[NH:25][CH:24]=[CH:23]3)[C:5]([CH3:18])=[CH:6][C:7]=1[O:8][CH2:9][C:10]1[CH:15]=[CH:14][C:13]([F:16])=[CH:12][C:11]=1[F:17].[H-].[Na+].[CH3:32]OS(OC)(=O)=O. The catalyst is CN(C=O)C.O. The product is [Cl:1][C:2]1[C:3](=[O:29])[N:4]([CH2:19][C:20]2[CH:21]=[C:22]3[C:26](=[CH:27][CH:28]=2)[N:25]([CH3:32])[CH:24]=[CH:23]3)[C:5]([CH3:18])=[CH:6][C:7]=1[O:8][CH2:9][C:10]1[CH:15]=[CH:14][C:13]([F:16])=[CH:12][C:11]=1[F:17]. The yield is 0.900. (4) The reactants are [Cl:1][C:2]1[CH:7]=[CH:6][C:5]([C:8]2[N:12]([C:13]3[CH:18]=[CH:17][C:16]([Cl:19])=[CH:15][C:14]=3[Cl:20])[N:11]=[C:10]([C:21]([O:23]C)=[O:22])[N:9]=2)=[CH:4][CH:3]=1.[OH-].[K+]. The catalyst is CO. The product is [Cl:1][C:2]1[CH:7]=[CH:6][C:5]([C:8]2[N:12]([C:13]3[CH:18]=[CH:17][C:16]([Cl:19])=[CH:15][C:14]=3[Cl:20])[N:11]=[C:10]([C:21]([OH:23])=[O:22])[N:9]=2)=[CH:4][CH:3]=1. The yield is 0.920. (5) The reactants are Br[C:2]1[CH:7]=[CH:6][C:5]([C@@H:8]([C:22]2[N:23]=[N:24][N:25]([CH3:27])[CH:26]=2)[NH:9][C:10](=[O:21])[CH2:11][C:12]2[CH:17]=[CH:16][C:15]([CH:18]3[CH2:20][CH2:19]3)=[CH:14][CH:13]=2)=[CH:4][CH:3]=1.[CH2:28](B(O)O)[CH2:29][CH3:30].C(=O)([O-])[O-].[K+].[K+]. The catalyst is C1COCC1.C(Cl)Cl.C1C=CC(P(C2C=CC=CC=2)[C-]2C=CC=C2)=CC=1.C1C=CC(P(C2C=CC=CC=2)[C-]2C=CC=C2)=CC=1.Cl[Pd]Cl.[Fe+2].C(Cl)Cl.[Ag-]=O. The product is [CH:18]1([C:15]2[CH:16]=[CH:17][C:12]([CH2:11][C:10]([NH:9][C@H:8]([C:22]3[N:23]=[N:24][N:25]([CH3:27])[CH:26]=3)[C:5]3[CH:6]=[CH:7][C:2]([CH2:28][CH2:29][CH3:30])=[CH:3][CH:4]=3)=[O:21])=[CH:13][CH:14]=2)[CH2:20][CH2:19]1. The yield is 0.306.